This data is from Reaction yield outcomes from USPTO patents with 853,638 reactions. The task is: Predict the reaction yield, written as a fraction of the theoretical maximum amount of product (1.0 means a 100% yield; for example, 0.34 means a 34% yield). (1) The reactants are [Br:1][CH2:2][C:3]1[C:4]([C:20]2[CH:25]=[CH:24][C:23]([S:26](=[O:29])(=[O:28])[NH2:27])=[CH:22][CH:21]=2)=[C:5]([C:15]([O:17][CH2:18][CH3:19])=[O:16])[S:6][C:7]=1[C:8]1[CH:13]=[CH:12][C:11]([Cl:14])=[CH:10][CH:9]=1.[CH3:30][N:31]([CH:33]=O)[CH3:32].COC(OC)N(C)C. The catalyst is C(OCC)(=O)C. The product is [Br:1][CH2:2][C:3]1[C:4]([C:20]2[CH:25]=[CH:24][C:23]([S:26](=[O:28])(=[O:29])[N:27]=[CH:30][N:31]([CH3:33])[CH3:32])=[CH:22][CH:21]=2)=[C:5]([C:15]([O:17][CH2:18][CH3:19])=[O:16])[S:6][C:7]=1[C:8]1[CH:9]=[CH:10][C:11]([Cl:14])=[CH:12][CH:13]=1. The yield is 0.738. (2) The reactants are Br[C:2]1[CH:3]=[CH:4][C:5]([NH:12][C:13]2[N:17]([C:18]3[CH:23]=[CH:22][CH:21]=[CH:20][C:19]=3[CH3:24])[N:16]=[C:15]([C:25]([CH3:28])([CH3:27])[CH3:26])[CH:14]=2)=[C:6]([CH:11]=1)[C:7]([O:9][CH3:10])=[O:8].[CH2:29](B(O)O)[CH3:30].C(Cl)Cl.C1(C)C=CC=CC=1. The catalyst is C1C=CC(P(C2C=CC=CC=2)[C-]2C=CC=C2)=CC=1.C1C=CC(P(C2C=CC=CC=2)[C-]2C=CC=C2)=CC=1.Cl[Pd]Cl.[Fe+2].O1CCOCC1. The product is [C:25]([C:15]1[CH:14]=[C:13]([NH:12][C:5]2[CH:4]=[CH:3][C:2]([CH2:29][CH3:30])=[CH:11][C:6]=2[C:7]([O:9][CH3:10])=[O:8])[N:17]([C:18]2[CH:23]=[CH:22][CH:21]=[CH:20][C:19]=2[CH3:24])[N:16]=1)([CH3:28])([CH3:27])[CH3:26]. The yield is 0.610. (3) The reactants are [C:1]([OH:5])(C)([CH3:3])[CH3:2].[CH2:6]([C:8]1[CH:9]=[CH:10]C(C=C)=[N:12][CH:13]=1)[CH3:7].BrN1C(=O)CCC1=O.[OH-].[Na+]. The catalyst is O. The product is [CH2:9]([C:8]1[CH:6]=[CH:7][C:2]([CH:1]2[CH2:3][O:5]2)=[N:12][CH:13]=1)[CH3:10]. The yield is 0.920.